From a dataset of Reaction yield outcomes from USPTO patents with 853,638 reactions. Predict the reaction yield, written as a fraction of the theoretical maximum amount of product (1.0 means a 100% yield; for example, 0.34 means a 34% yield). (1) The reactants are Br[C:2]1[CH:3]=[C:4]([C:14]([NH:16][CH2:17][C:18]2[C:19](=[O:26])[NH:20][C:21]([CH3:25])=[CH:22][C:23]=2[CH3:24])=[O:15])[C:5]2[CH:6]=[N:7][N:8]([CH:11]([CH3:13])[CH3:12])[C:9]=2[CH:10]=1.[N:27]1[CH:32]=[CH:31][CH:30]=[C:29](B(O)O)[CH:28]=1.C(=O)(O)[O-].[Na+]. The catalyst is COCCOC.O.C1C=CC(P(C2C=CC=CC=2)[C-]2C=CC=C2)=CC=1.C1C=CC(P(C2C=CC=CC=2)[C-]2C=CC=C2)=CC=1.Cl[Pd]Cl.[Fe+2].C(Cl)Cl. The product is [CH3:24][C:23]1[CH:22]=[C:21]([CH3:25])[NH:20][C:19](=[O:26])[C:18]=1[CH2:17][NH:16][C:14]([C:4]1[C:5]2[CH:6]=[N:7][N:8]([CH:11]([CH3:13])[CH3:12])[C:9]=2[CH:10]=[C:2]([C:29]2[CH:28]=[N:27][CH:32]=[CH:31][CH:30]=2)[CH:3]=1)=[O:15]. The yield is 0.610. (2) The reactants are [NH3:1].C[O:3][C:4](=O)[C:5]1[CH:10]=[C:9]([Br:11])[CH:8]=[CH:7][C:6]=1[CH2:12]Br. The catalyst is CO. The product is [Br:11][C:9]1[CH:10]=[C:5]2[C:6]([CH2:12][NH:1][C:4]2=[O:3])=[CH:7][CH:8]=1. The yield is 0.670.